Dataset: Peptide-MHC class I binding affinity with 185,985 pairs from IEDB/IMGT. Task: Regression. Given a peptide amino acid sequence and an MHC pseudo amino acid sequence, predict their binding affinity value. This is MHC class I binding data. The peptide sequence is FLVLIMLII. The MHC is HLA-A02:02 with pseudo-sequence HLA-A02:02. The binding affinity (normalized) is 0.316.